Dataset: Catalyst prediction with 721,799 reactions and 888 catalyst types from USPTO. Task: Predict which catalyst facilitates the given reaction. (1) Reactant: [CH3:1][N:2]1[CH2:7][CH2:6][N:5]2[N:8]=[C:9]([NH2:11])[CH:10]=[C:4]2[CH2:3]1.Br[C:13]1[C:14](=[O:21])[N:15]([CH3:20])[CH:16]=[C:17]([Br:19])[CH:18]=1.CC1(C)C2C(=C(P(C3C=CC=CC=3)C3C=CC=CC=3)C=CC=2)OC2C(P(C3C=CC=CC=3)C3C=CC=CC=3)=CC=CC1=2.C([O-])([O-])=O.[Cs+].[Cs+]. Product: [Br:19][C:17]1[CH:18]=[C:13]([NH:11][C:9]2[CH:10]=[C:4]3[CH2:3][N:2]([CH3:1])[CH2:7][CH2:6][N:5]3[N:8]=2)[C:14](=[O:21])[N:15]([CH3:20])[CH:16]=1. The catalyst class is: 62. (2) Reactant: [CH3:1][O:2][C:3]1[CH:20]=[CH:19][C:6]([C:7]([NH:9][C:10]2[CH:15]=[CH:14][CH:13]=[CH:12][C:11]=2[N+:16]([O-])=O)=[O:8])=[CH:5][CH:4]=1. Product: [CH3:1][O:2][C:3]1[CH:4]=[CH:5][C:6]([C:7]([NH:9][C:10]2[C:11]([NH2:16])=[CH:12][CH:13]=[CH:14][CH:15]=2)=[O:8])=[CH:19][CH:20]=1. The catalyst class is: 13. (3) Reactant: C[Si]([N-][Si](C)(C)C)(C)C.[Li+].[N:11]1([C:22]([O:24][CH2:25][C:26]2[CH:31]=[CH:30][CH:29]=[CH:28][CH:27]=2)=[O:23])[CH2:16][CH2:15][CH:14]([C:17]([O:19][CH2:20][CH3:21])=[O:18])[CH2:13][CH2:12]1.IC.[C:34](=O)([O-])O.[Na+]. Product: [CH3:34][C:14]1([C:17]([O:19][CH2:20][CH3:21])=[O:18])[CH2:13][CH2:12][N:11]([C:22]([O:24][CH2:25][C:26]2[CH:31]=[CH:30][CH:29]=[CH:28][CH:27]=2)=[O:23])[CH2:16][CH2:15]1. The catalyst class is: 1. (4) Reactant: [CH3:1][O:2][C:3]1[CH:4]=[C:5]([O:21][C:22]2[CH:23]=[N:24][C:25]([S:28]([CH3:31])(=[O:30])=[O:29])=[CH:26][CH:27]=2)[CH:6]=[C:7]2[C:11]=1[NH:10][C:9]([C:12]1[S:13][CH:14]([CH2:17][C:18](O)=[O:19])[CH2:15][N:16]=1)=[CH:8]2.Cl.C([N:35]=C=NCCCN(C)C)C.[NH4+].ON1C2C=CC=CC=2N=N1. Product: [CH3:1][O:2][C:3]1[CH:4]=[C:5]([O:21][C:22]2[CH:23]=[N:24][C:25]([S:28]([CH3:31])(=[O:29])=[O:30])=[CH:26][CH:27]=2)[CH:6]=[C:7]2[C:11]=1[NH:10][C:9]([C:12]1[S:13][CH:14]([CH2:17][C:18]([NH2:35])=[O:19])[CH2:15][N:16]=1)=[CH:8]2. The catalyst class is: 9.